Task: Predict which catalyst facilitates the given reaction.. Dataset: Catalyst prediction with 721,799 reactions and 888 catalyst types from USPTO (1) Reactant: [CH3:1][N:2]1[C:6]([CH2:7][O:8][CH2:9][C:10]2[CH:11]=[C:12]([NH:16][C:17]3[CH:22]=[CH:21][C:20]([C:23]([F:26])([F:25])[F:24])=[CH:19][C:18]=3[N+:27]([O-])=O)[CH:13]=[CH:14][CH:15]=2)=[N:5][CH:4]=[N:3]1.[H][H]. Product: [CH3:1][N:2]1[C:6]([CH2:7][O:8][CH2:9][C:10]2[CH:11]=[C:12]([NH:16][C:17]3[C:18]([NH2:27])=[CH:19][C:20]([C:23]([F:25])([F:24])[F:26])=[CH:21][CH:22]=3)[CH:13]=[CH:14][CH:15]=2)=[N:5][CH:4]=[N:3]1. The catalyst class is: 856. (2) Reactant: C([C:3]1[C:10]([CH2:11][N:12]([CH2:20][C:21]2[CH:26]=[C:25]([C:27]([F:30])([F:29])[F:28])[CH:24]=[CH:23][C:22]=2[N:31]([CH2:35][CH:36]2[CH2:38][CH2:37]2)[CH2:32][CH2:33][CH3:34])[C:13]2[N:18]=[CH:17][C:16]([OH:19])=[CH:15][N:14]=2)=[CH:9][C:8]([C:39]([F:42])([F:41])[F:40])=[CH:7][C:4]=1[C:5]#[N:6])C.Br[CH2:44][CH2:45][CH2:46][C:47]([O-:49])=[O:48].C(=O)([O-])[O-].[K+].[K+].[C:56](OCC)(=O)[CH3:57]. Product: [C:5]([C:4]1[CH:3]=[C:10]([CH:9]=[C:8]([C:39]([F:41])([F:40])[F:42])[CH:7]=1)[CH2:11][N:12]([CH2:20][C:21]1[CH:26]=[C:25]([C:27]([F:28])([F:29])[F:30])[CH:24]=[CH:23][C:22]=1[N:31]([CH2:35][CH:36]1[CH2:37][CH2:38]1)[CH2:32][CH2:33][CH3:34])[C:13]1[N:18]=[CH:17][C:16]([O:19][CH2:44][CH2:45][CH2:46][C:47]([O:49][CH2:56][CH3:57])=[O:48])=[CH:15][N:14]=1)#[N:6]. The catalyst class is: 9. (3) Reactant: C[O:2][C:3](=[O:14])[CH:4]([C:6]1[CH:11]=[CH:10][C:9]([Br:12])=[C:8]([Cl:13])[CH:7]=1)[CH3:5].[OH-].[Na+]. Product: [Br:12][C:9]1[CH:10]=[CH:11][C:6]([CH:4]([CH3:5])[C:3]([OH:14])=[O:2])=[CH:7][C:8]=1[Cl:13]. The catalyst class is: 83. (4) Reactant: [C:1]([O:4]O)(=[O:3])[CH3:2].[O:6]=[CH:7][C@@H:8]([C@H:10]([C@@H:12]([C@@H:14]([CH2:16][OH:17])O)[OH:13])[OH:11])[OH:9].[CH3:18][CH2:19][CH2:20][CH2:21][CH2:22][CH2:23][CH2:24][CH:25](O)[CH2:26][CH2:27][CH2:28][CH2:29][CH2:30][CH2:31][CH3:32].B(F)(F)F.[O:38]([CH2:41][CH3:42])CC. Product: [C:1]([O:4][C@@H:14]1[C@@H:12]([O:13][C:1](=[O:3])[CH3:2])[C@H:10]([O:11][C:7](=[O:6])[CH3:8])[C@@H:8]([CH2:7][O:6][C:41](=[O:38])[CH3:42])[O:9][CH:16]1[O:17][CH:25]([CH2:26][CH2:27][CH2:28][CH2:29][CH2:30][CH2:31][CH3:32])[CH2:24][CH2:23][CH2:22][CH2:21][CH2:20][CH2:19][CH3:18])(=[O:3])[CH3:2]. The catalyst class is: 26. (5) Reactant: [CH2:1]([O:8][C@H:9]1[C@H:16]([O:17][CH2:18][C:19]2[CH:24]=[CH:23][CH:22]=[CH:21][CH:20]=2)[C@@H:15]([CH2:25][O:26][Si:27]([C:30]([CH3:33])([CH3:32])[CH3:31])([CH3:29])[CH3:28])[O:14][C@:10]1([OH:13])[CH2:11][OH:12])[C:2]1[CH:7]=[CH:6][CH:5]=[CH:4][CH:3]=1.[C:34]1([CH3:44])[CH:39]=[CH:38][C:37]([S:40](Cl)(=[O:42])=[O:41])=[CH:36][CH:35]=1. Product: [S:40]([O:12][CH2:11][C@:10]1([O:14][C@H:15]([CH2:25][O:26][Si:27]([C:30]([CH3:33])([CH3:32])[CH3:31])([CH3:28])[CH3:29])[C@@H:16]([O:17][CH2:18][C:19]2[CH:24]=[CH:23][CH:22]=[CH:21][CH:20]=2)[C@@H:9]1[O:8][CH2:1][C:2]1[CH:3]=[CH:4][CH:5]=[CH:6][CH:7]=1)[OH:13])([C:37]1[CH:38]=[CH:39][C:34]([CH3:44])=[CH:35][CH:36]=1)(=[O:42])=[O:41]. The catalyst class is: 17. (6) Reactant: [C:1]1([C:7]2[CH:12]=[CH:11][C:10](/[CH:13]=[CH:14]/[CH2:15]O)=[CH:9][CH:8]=2)[CH:6]=[CH:5][CH:4]=[CH:3][CH:2]=1.S(Cl)([Cl:19])=O. Product: [Cl:19][CH2:15]/[CH:14]=[CH:13]/[C:10]1[CH:11]=[CH:12][C:7]([C:1]2[CH:6]=[CH:5][CH:4]=[CH:3][CH:2]=2)=[CH:8][CH:9]=1. The catalyst class is: 2. (7) Reactant: [Br:1][C:2]1[CH:3]=[CH:4][C:5](I)=[N:6][CH:7]=1.C([Mg]Cl)(C)C.[C:14]([O:18][C:19](=[O:36])[NH:20][CH:21]([C:28]1[CH:33]=[CH:32][C:31]([Cl:34])=[C:30]([Cl:35])[CH:29]=1)[C:22](=[O:27])N(OC)C)([CH3:17])([CH3:16])[CH3:15]. Product: [C:14]([O:18][C:19](=[O:36])[NH:20][CH:21]([C:28]1[CH:33]=[CH:32][C:31]([Cl:34])=[C:30]([Cl:35])[CH:29]=1)[C:22]([C:5]1[CH:4]=[CH:3][C:2]([Br:1])=[CH:7][N:6]=1)=[O:27])([CH3:17])([CH3:15])[CH3:16]. The catalyst class is: 7. (8) Reactant: [CH2:1]([O:8][C:9](=[O:38])[CH:10]([NH:30][C:31]([O:33][C:34]([CH3:37])([CH3:36])[CH3:35])=[O:32])[CH2:11][CH2:12][C:13](=O)[NH:14][C:15]1[CH:20]=[C:19]([Cl:21])[C:18]([Cl:22])=[CH:17][C:16]=1[NH:23][CH2:24][CH2:25][CH2:26][CH2:27][CH3:28])[C:2]1[CH:7]=[CH:6][CH:5]=[CH:4][CH:3]=1. Product: [CH2:1]([O:8][C:9](=[O:38])[C@@H:10]([NH:30][C:31]([O:33][C:34]([CH3:37])([CH3:36])[CH3:35])=[O:32])[CH2:11][CH2:12][C:13]1[N:23]([CH2:24][CH2:25][CH2:26][CH2:27][CH3:28])[C:16]2[CH:17]=[C:18]([Cl:22])[C:19]([Cl:21])=[CH:20][C:15]=2[N:14]=1)[C:2]1[CH:7]=[CH:6][CH:5]=[CH:4][CH:3]=1. The catalyst class is: 15.